This data is from Forward reaction prediction with 1.9M reactions from USPTO patents (1976-2016). The task is: Predict the product of the given reaction. (1) Given the reactants [Br:1][C:2]1[S:6][C:5]([CH2:7]O)=[N:4][C:3]=1[C:9]1[CH:10]=[N:11][CH:12]=[CH:13][CH:14]=1.S(Cl)([Cl:17])=O, predict the reaction product. The product is: [Br:1][C:2]1[S:6][C:5]([CH2:7][Cl:17])=[N:4][C:3]=1[C:9]1[CH:10]=[N:11][CH:12]=[CH:13][CH:14]=1. (2) Given the reactants [Cl:1][C:2]1[CH:3]=[C:4]([C:22]2[CH:27]=[CH:26][C:25]([C:28](O)=[O:29])=[CH:24][CH:23]=2)[CH:5]=[C:6]([Cl:21])[C:7]=1[CH2:8][CH:9]1[CH2:13][CH2:12][N:11]([CH:14]2[CH2:19][CH2:18][CH2:17][CH2:16][CH2:15]2)[C:10]1=[O:20].C(N1C=CN=C1)(N1C=CN=C1)=O.C(OC([N:50]1[CH2:55][CH2:54][CH:53]([NH2:56])[CH2:52][CH2:51]1)=O)(C)(C)C, predict the reaction product. The product is: [NH:50]1[CH2:55][CH2:54][CH:53]([NH:56][C:28]([C:25]2[CH:24]=[CH:23][C:22]([C:4]3[CH:3]=[C:2]([Cl:1])[C:7]([CH2:8][CH:9]4[CH2:13][CH2:12][N:11]([CH:14]5[CH2:15][CH2:16][CH2:17][CH2:18][CH2:19]5)[C:10]4=[O:20])=[C:6]([Cl:21])[CH:5]=3)=[CH:27][CH:26]=2)=[O:29])[CH2:52][CH2:51]1. (3) Given the reactants [NH2:1][C:2]1[N:7]=[C:6]([O:8][CH2:9][C:10]2[CH:15]=[CH:14][C:13]([CH2:16][NH:17][C:18](=[O:23])[C:19]([F:22])([F:21])[F:20])=[CH:12][CH:11]=2)[C:5]([N:24]=O)=[C:4]([NH:26][C:27](=O)[CH2:28][CH2:29][CH2:30][NH:31][C:32]([O:34][C:35]([CH3:38])([CH3:37])[CH3:36])=[O:33])[N:3]=1.C1(P(C2C=CC=CC=2)C2C=CC=CC=2)C=CC=CC=1, predict the reaction product. The product is: [NH2:1][C:2]1[N:3]=[C:4]2[C:5]([N:24]=[C:27]([CH2:28][CH2:29][CH2:30][NH:31][C:32]([O:34][C:35]([CH3:38])([CH3:36])[CH3:37])=[O:33])[NH:26]2)=[C:6]([O:8][CH2:9][C:10]2[CH:11]=[CH:12][C:13]([CH2:16][NH:17][C:18](=[O:23])[C:19]([F:21])([F:20])[F:22])=[CH:14][CH:15]=2)[N:7]=1. (4) Given the reactants [OH:1][CH:2]([C:8]1[N:9]([C:17]2[CH:22]=[CH:21][CH:20]=[CH:19][CH:18]=2)[C:10]2[C:15]([CH:16]=1)=[CH:14][CH:13]=[CH:12][CH:11]=2)[C:3]([O:5][CH2:6][CH3:7])=[O:4].[C:23](Br)([CH3:26])([CH3:25])[CH3:24], predict the reaction product. The product is: [C:23]([O:1][CH:2]([C:8]1[N:9]([C:17]2[CH:22]=[CH:21][CH:20]=[CH:19][CH:18]=2)[C:10]2[C:15]([CH:16]=1)=[CH:14][CH:13]=[CH:12][CH:11]=2)[C:3]([O:5][CH2:6][CH3:7])=[O:4])([CH3:26])([CH3:25])[CH3:24]. (5) Given the reactants [O:1]1[CH2:5][CH2:4][CH:3]([O:6][N:7]2C(=O)C3C(=CC=CC=3)C2=O)[CH2:2]1.NN.[CH3:20][O:21][C:22]1[CH:27]=[CH:26][C:25]([S:28](Cl)(=[O:30])=[O:29])=[CH:24][CH:23]=1.C(N(C(C)C)CC)(C)C, predict the reaction product. The product is: [O:1]1[CH2:5][CH2:4][CH:3]([O:6][NH:7][S:28]([C:25]2[CH:24]=[CH:23][C:22]([O:21][CH3:20])=[CH:27][CH:26]=2)(=[O:30])=[O:29])[CH2:2]1. (6) Given the reactants [F:1][C:2]1[CH:7]=[CH:6][C:5]([C:8]2[C:17]3[CH2:16][N:15]([C:18]([O:20][CH2:21][CH2:22][Si:23]([CH3:26])([CH3:25])[CH3:24])=[O:19])[CH2:14][C:13]([CH3:28])([CH3:27])[C:12]=3[N:11]=[C:10]([CH:29]([CH3:31])[CH3:30])[C:9]=2[CH2:32][OH:33])=[CH:4][CH:3]=1.C[N+]1([O-])CCOCC1, predict the reaction product. The product is: [F:1][C:2]1[CH:7]=[CH:6][C:5]([C:8]2[C:17]3[CH2:16][N:15]([C:18]([O:20][CH2:21][CH2:22][Si:23]([CH3:24])([CH3:25])[CH3:26])=[O:19])[CH2:14][C:13]([CH3:28])([CH3:27])[C:12]=3[N:11]=[C:10]([CH:29]([CH3:30])[CH3:31])[C:9]=2[CH:32]=[O:33])=[CH:4][CH:3]=1. (7) Given the reactants C([O:4][CH2:5][CH2:6][O:7][C:8]1[CH:9]=[C:10]([C:14]2[CH:19]=[CH:18][CH:17]=[C:16]([CH2:20][CH2:21][C:22]3[N:23]=[C:24]([NH2:30])[N:25]([CH3:29])[C:26](=[O:28])[CH:27]=3)[CH:15]=2)[CH:11]=[CH:12][CH:13]=1)(=O)C.O.[OH-].[Na+].CC(O)=O, predict the reaction product. The product is: [NH2:30][C:24]1[N:25]([CH3:29])[C:26](=[O:28])[CH:27]=[C:22]([CH2:21][CH2:20][C:16]2[CH:15]=[C:14]([C:10]3[CH:11]=[CH:12][CH:13]=[C:8]([O:7][CH2:6][CH2:5][OH:4])[CH:9]=3)[CH:19]=[CH:18][CH:17]=2)[N:23]=1.